This data is from Full USPTO retrosynthesis dataset with 1.9M reactions from patents (1976-2016). The task is: Predict the reactants needed to synthesize the given product. (1) Given the product [C:1]([O:14][CH2:10][C@H:11]([OH:13])[CH3:12])(=[O:8])[C:2]1[CH:7]=[CH:6][CH:5]=[CH:4][CH:3]=1, predict the reactants needed to synthesize it. The reactants are: [C:1](Cl)(=[O:8])[C:2]1[CH:7]=[CH:6][CH:5]=[CH:4][CH:3]=1.[CH2:10]([OH:14])[C@H:11]([OH:13])[CH3:12].N1C(C)=CC(C)=CC=1C. (2) Given the product [C:5]([O:27][CH:21]([C:12]1[C:13]2[C:18](=[CH:17][CH:16]=[CH:15][CH:14]=2)[CH:19]=[CH:20][C:11]=1[C:9]1[CH:8]=[CH:7][C:6]2[O:1][CH2:2][CH2:3][CH2:4][C:5]=2[CH:10]=1)[C:22]([O:24][CH2:25][CH3:26])=[O:23])([CH3:10])([CH3:6])[CH3:4], predict the reactants needed to synthesize it. The reactants are: [O:1]1[C:6]2[CH:7]=[CH:8][C:9]([C:11]3[CH:20]=[CH:19][C:18]4[C:13](=[CH:14][CH:15]=[CH:16][CH:17]=4)[C:12]=3[CH:21]([OH:27])[C:22]([O:24][CH2:25][CH3:26])=[O:23])=[CH:10][C:5]=2[CH2:4][CH2:3][CH2:2]1.Cl(O)(=O)(=O)=O.C(=O)(O)[O-].[Na+].O. (3) Given the product [CH3:1][O:2][CH:3]1[CH2:7][CH2:6][N:5]([C:22]([C:21]2[CH:25]=[CH:26][N:27]=[CH:28][C:20]=2[NH:19][C:17]([C:15]2[C:14]([NH:29][C:30]3[CH:31]=[N:32][CH:33]=[N:34][CH:35]=3)=[CH:13][CH:12]=[C:11]([CH:8]3[CH2:10][CH2:9]3)[N:16]=2)=[O:18])=[O:23])[CH2:4]1, predict the reactants needed to synthesize it. The reactants are: [CH3:1][O:2][CH:3]1[CH2:7][CH2:6][NH:5][CH2:4]1.[CH:8]1([C:11]2[N:16]=[C:15]([C:17]([NH:19][C:20]3[CH:28]=[N:27][CH:26]=[CH:25][C:21]=3[C:22](O)=[O:23])=[O:18])[C:14]([NH:29][C:30]3[CH:31]=[N:32][CH:33]=[N:34][CH:35]=3)=[CH:13][CH:12]=2)[CH2:10][CH2:9]1. (4) Given the product [ClH:24].[Cl:20][CH2:2][C:3]1[C:7]([C:8]([O:10][CH2:11][CH3:12])=[O:9])=[C:6]([CH3:13])[NH:5][N:4]=1, predict the reactants needed to synthesize it. The reactants are: O[CH2:2][C:3]1[C:7]([C:8]([O:10][CH2:11][CH3:12])=[O:9])=[C:6]([CH3:13])[NH:5][N:4]=1.O1CCOCC1.[ClH:20].Cl.S(Cl)([Cl:24])=O. (5) Given the product [C:1]1([S:7]([N:10]2[C:14]3=[N:15][CH:16]=[C:17]([F:19])[CH:18]=[C:13]3[CH:12]=[C:11]2[C:20]([C:48]2[CH:49]=[CH:50][C:45]([C:43]([NH:42][C:38]([CH3:41])([CH3:40])[CH3:39])=[O:44])=[CH:46][CH:47]=2)=[CH:21][CH:22]2[CH2:26][CH2:25][CH2:24][CH2:23]2)(=[O:9])=[O:8])[CH:6]=[CH:5][CH:4]=[CH:3][CH:2]=1, predict the reactants needed to synthesize it. The reactants are: [C:1]1([S:7]([N:10]2[C:14]3=[N:15][CH:16]=[C:17]([F:19])[CH:18]=[C:13]3[CH:12]=[C:11]2[C:20](OS(C2C=CC(C)=CC=2)(=O)=O)=[CH:21][CH:22]2[CH2:26][CH2:25][CH2:24][CH2:23]2)(=[O:9])=[O:8])[CH:6]=[CH:5][CH:4]=[CH:3][CH:2]=1.[C:38]([NH:42][C:43]([C:45]1[CH:50]=[CH:49][C:48](B(O)O)=[CH:47][CH:46]=1)=[O:44])([CH3:41])([CH3:40])[CH3:39].C(=O)([O-])[O-].[Na+].[Na+]. (6) Given the product [OH:18][CH2:17][C@@H:15]([C@H:13]([C@@H:11]([C@@H:9]([CH2:8][OH:7])[OH:10])[OH:12])[OH:14])[OH:16].[C:1]([NH2:4])(=[O:3])[CH3:2], predict the reactants needed to synthesize it. The reactants are: [C:1]([NH2:4])(=[O:3])[CH3:2].[Cl-].[Cs+].[O:7]=[CH:8][C@@H:9]([C@H:11]([C@@H:13]([C@@H:15]([CH2:17][OH:18])[OH:16])[OH:14])[OH:12])[OH:10].OP([O-])(O)=O.[K+]. (7) Given the product [CH3:7][O:6][C:2]([CH2:3][CH2:4][N:1]([CH2:4][CH2:3][C:2]([O:6][CH3:7])=[O:5])[CH2:4][CH2:3][C:2]([O:6][CH3:7])=[O:5])=[O:5], predict the reactants needed to synthesize it. The reactants are: [NH3:1].[C:2]([O:6][CH3:7])(=[O:5])[CH:3]=[CH2:4]. (8) Given the product [NH:38]1[C:39]2[C:35](=[C:34]([C:2]3[N:3]=[C:4]([N:14]4[CH2:19][CH2:18][O:17][CH2:16][CH2:15]4)[C:5]4[S:10][C:9]([CH2:11][N:12]([CH3:13])[C:23](=[O:24])[CH2:22][O:21][CH3:20])=[CH:8][C:6]=4[N:7]=3)[CH:42]=[CH:41][CH:40]=2)[CH:36]=[N:37]1, predict the reactants needed to synthesize it. The reactants are: Cl[C:2]1[N:3]=[C:4]([N:14]2[CH2:19][CH2:18][O:17][CH2:16][CH2:15]2)[C:5]2[S:10][C:9]([CH2:11][NH:12][CH3:13])=[CH:8][C:6]=2[N:7]=1.[CH3:20][O:21][CH2:22][C:23](Cl)=[O:24].CC1(C)C(C)(C)OB([C:34]2[CH:42]=[CH:41][CH:40]=[C:39]3[C:35]=2[CH:36]=[N:37][NH:38]3)O1. (9) Given the product [CH3:1][O:2][C:3]1[CH:37]=[C:36]([O:38][CH3:39])[CH:35]=[C:34]([O:40][CH3:41])[C:4]=1/[CH:5]=[CH:6]/[S:7]([NH:10][C:11]1[CH:16]=[CH:15][C:14]([O:17][CH3:18])=[C:13]([NH:19][C:20](=[O:33])[C:21]2[CH:26]=[C:25]([NH2:27])[CH:24]=[C:23]([NH2:30])[CH:22]=2)[CH:12]=1)(=[O:8])=[O:9], predict the reactants needed to synthesize it. The reactants are: [CH3:1][O:2][C:3]1[CH:37]=[C:36]([O:38][CH3:39])[CH:35]=[C:34]([O:40][CH3:41])[C:4]=1/[CH:5]=[CH:6]/[S:7]([NH:10][C:11]1[CH:16]=[CH:15][C:14]([O:17][CH3:18])=[C:13]([NH:19][C:20](=[O:33])[C:21]2[CH:26]=[C:25]([N+:27]([O-])=O)[CH:24]=[C:23]([N+:30]([O-])=O)[CH:22]=2)[CH:12]=1)(=[O:9])=[O:8].S(S([O-])=O)([O-])=O.[Na+].[Na+].